From a dataset of Forward reaction prediction with 1.9M reactions from USPTO patents (1976-2016). Predict the product of the given reaction. (1) Given the reactants [C:1]1([N:7]2[C:11]([C:12]3[CH:17]=[CH:16][CH:15]=[CH:14][CH:13]=3)=[C:10]([CH2:18][C:19](O)=[O:20])[CH:9]=[N:8]2)[CH:6]=[CH:5][CH:4]=[CH:3][CH:2]=1.C([N:29]1[CH2:34][CH2:33][NH:32][C@H:31]([CH2:35][C:36]2[CH:41]=[CH:40][CH:39]=[CH:38][CH:37]=2)[CH2:30]1)C1C=CC=CC=1.CCN=C=NCCCN(C)C.[ClH:53].C1C=CC2N(O)N=NC=2C=1.C(=O)(O)[O-].[Na+], predict the reaction product. The product is: [ClH:53].[CH2:35]([C@@H:31]1[CH2:30][NH:29][CH2:34][CH2:33][N:32]1[C:19](=[O:20])[CH2:18][C:10]1[CH:9]=[N:8][N:7]([C:1]2[CH:6]=[CH:5][CH:4]=[CH:3][CH:2]=2)[C:11]=1[C:12]1[CH:13]=[CH:14][CH:15]=[CH:16][CH:17]=1)[C:36]1[CH:41]=[CH:40][CH:39]=[CH:38][CH:37]=1. (2) Given the reactants [CH2:1]([N:8]1[C:16]2[C:11](=[CH:12][C:13]([C:17]3[CH:22]=[CH:21][C:20]([O:23][C:24]([F:27])([F:26])[F:25])=[CH:19][CH:18]=3)=[CH:14][CH:15]=2)[CH:10]=[C:9]1[C:28](OCC)=[O:29])[C:2]1[CH:7]=[CH:6][CH:5]=[CH:4][CH:3]=1.[H-].[Al+3].[Li+].[H-].[H-].[H-], predict the reaction product. The product is: [CH2:1]([N:8]1[C:16]2[C:11](=[CH:12][C:13]([C:17]3[CH:22]=[CH:21][C:20]([O:23][C:24]([F:27])([F:25])[F:26])=[CH:19][CH:18]=3)=[CH:14][CH:15]=2)[CH:10]=[C:9]1[CH2:28][OH:29])[C:2]1[CH:3]=[CH:4][CH:5]=[CH:6][CH:7]=1. (3) Given the reactants [CH:1]([O:4][C:5]1[CH:10]=[CH:9][C:8]([S:11]([CH3:14])(=[O:13])=[O:12])=[CH:7][C:6]=1[N+:15]([O-])=O)([CH3:3])[CH3:2].COC1C=CC(C#N)=CC=1[N+]([O-])=O.CC1C=CC(C(N)=O)=CC=1NC(N)=S, predict the reaction product. The product is: [CH:1]([O:4][C:5]1[CH:10]=[CH:9][C:8]([S:11]([CH3:14])(=[O:12])=[O:13])=[CH:7][C:6]=1[NH2:15])([CH3:3])[CH3:2]. (4) Given the reactants [CH3:1][C:2]([CH3:7])([CH3:6])[CH2:3][CH:4]=O.C(N(CC)CC)C.Cl.Cl.[F:17][C:18]1[CH:19]=[C:20]([C:34]([N:36]2[CH2:45][C:44]3[CH:43]=[N:42][N:41]([CH3:46])[C:40]=3[NH:39][C:38]3[CH:47]=[CH:48][CH:49]=[CH:50][C:37]2=3)=[O:35])[CH:21]=[CH:22][C:23]=1[O:24][CH2:25][CH2:26][CH2:27][N:28]1[CH2:33][CH2:32][NH:31][CH2:30][CH2:29]1.C([BH3-])#N.[Na+], predict the reaction product. The product is: [CH3:1][C:2]([CH3:7])([CH3:6])[CH2:3][CH2:4][N:31]1[CH2:32][CH2:33][N:28]([CH2:27][CH2:26][CH2:25][O:24][C:23]2[CH:22]=[CH:21][C:20]([C:34]([N:36]3[CH2:45][C:44]4[CH:43]=[N:42][N:41]([CH3:46])[C:40]=4[NH:39][C:38]4[CH:47]=[CH:48][CH:49]=[CH:50][C:37]3=4)=[O:35])=[CH:19][C:18]=2[F:17])[CH2:29][CH2:30]1. (5) Given the reactants Br[C:2]1[C:7]([Cl:8])=[CH:6][CH:5]=[C:4]2[N:9]([C:24]3[C:25]4[C@H:32]([CH3:33])[CH2:31][CH2:30][C:26]=4[N:27]=[CH:28][N:29]=3)[CH2:10][C:11]3([CH2:16][CH2:15][N:14]([C:17]([O:19][C:20]([CH3:23])([CH3:22])[CH3:21])=[O:18])[CH2:13][CH2:12]3)[C:3]=12.[CH3:34][N:35](C=O)C, predict the reaction product. The product is: [Cl:8][C:7]1[C:2]([C:34]#[N:35])=[C:3]2[C:11]3([CH2:16][CH2:15][N:14]([C:17]([O:19][C:20]([CH3:23])([CH3:22])[CH3:21])=[O:18])[CH2:13][CH2:12]3)[CH2:10][N:9]([C:24]3[C:25]4[C@H:32]([CH3:33])[CH2:31][CH2:30][C:26]=4[N:27]=[CH:28][N:29]=3)[C:4]2=[CH:5][CH:6]=1. (6) Given the reactants [Cl:1][C:2]1[C:3]([N+:17]([O-])=O)=[CH:4][C:5]([CH3:16])=[C:6]([C:8]([N:10]2[CH2:15][CH2:14][O:13][CH2:12][CH2:11]2)=[O:9])[CH:7]=1.O.O.Cl[Sn]Cl.[OH-].[Na+].C(Cl)Cl, predict the reaction product. The product is: [NH2:17][C:3]1[C:2]([Cl:1])=[CH:7][C:6]([C:8]([N:10]2[CH2:15][CH2:14][O:13][CH2:12][CH2:11]2)=[O:9])=[C:5]([CH3:16])[CH:4]=1. (7) The product is: [Cl:1][C:2]1[CH:43]=[C:42]([Cl:44])[CH:41]=[CH:40][C:3]=1[CH2:4][O:5][C@H:6]1[C@H:18]([O:19][CH2:20][C:21]2[CH:26]=[CH:25][C:24]([Cl:27])=[CH:23][C:22]=2[Cl:28])[C@@H:17]([CH2:29][O:30][CH2:31][C:32]2[CH:37]=[CH:36][C:35]([Cl:38])=[CH:34][C:33]=2[Cl:39])[S:16][CH:7]1[O:47][C:45](=[O:48])[CH3:46]. Given the reactants [Cl:1][C:2]1[CH:43]=[C:42]([Cl:44])[CH:41]=[CH:40][C:3]=1[CH2:4][O:5][C@H:6]1[C@H:18]([O:19][CH2:20][C:21]2[CH:26]=[CH:25][C:24]([Cl:27])=[CH:23][C:22]=2[Cl:28])[C@@H:17]([CH2:29][O:30][CH2:31][C:32]2[CH:37]=[CH:36][C:35]([Cl:38])=[CH:34][C:33]=2[Cl:39])[S:16][CH:7]1SCC1C=CC=CC=1.[C:45]([OH:48])(=[O:47])[CH3:46], predict the reaction product. (8) Given the reactants NC1C=CC(/C(/C)=C/C(OCC)=O)=C(F)C=1.[CH3:17][Si:18]([CH3:49])([CH3:48])[C:19]1[CH:20]=[C:21]([CH:41]=[C:42]([Si:44]([CH3:47])([CH3:46])[CH3:45])[CH:43]=1)[C:22]([NH:24][C:25]1[C:30](F)=[CH:29][C:28](/[C:32](/[CH3:39])=[CH:33]/[C:34]([O:36][CH2:37][CH3:38])=[O:35])=[C:27]([F:40])[CH:26]=1)=[O:23], predict the reaction product. The product is: [CH3:47][Si:44]([CH3:45])([CH3:46])[C:42]1[CH:41]=[C:21]([CH:20]=[C:19]([Si:18]([CH3:17])([CH3:48])[CH3:49])[CH:43]=1)[C:22]([NH:24][C:25]1[CH:30]=[CH:29][C:28](/[C:32](/[CH3:39])=[CH:33]/[C:34]([O:36][CH2:37][CH3:38])=[O:35])=[C:27]([F:40])[CH:26]=1)=[O:23]. (9) Given the reactants [O:1]1[CH:5]=[CH:4][CH:3]=[C:2]1[C:6]1[N:11]=[C:10]([NH2:12])[CH:9]=[N:8][C:7]=1[C:13]1[CH:18]=[CH:17][N:16]=[CH:15][CH:14]=1.[F:19][C:20]1[CH:28]=[CH:27][C:23]([C:24](Cl)=[O:25])=[CH:22][CH:21]=1, predict the reaction product. The product is: [F:19][C:20]1[CH:28]=[CH:27][C:23]([C:24]([NH:12][C:10]2[CH:9]=[N:8][C:7]([C:13]3[CH:18]=[CH:17][N:16]=[CH:15][CH:14]=3)=[C:6]([C:2]3[O:1][CH:5]=[CH:4][CH:3]=3)[N:11]=2)=[O:25])=[CH:22][CH:21]=1.